From a dataset of Catalyst prediction with 721,799 reactions and 888 catalyst types from USPTO. Predict which catalyst facilitates the given reaction. (1) Reactant: O[CH:2]([CH2:15][O:16][CH3:17])[CH2:3][NH:4][C:5](=[O:14])[O:6][CH2:7][C:8]1[CH:13]=[CH:12][CH:11]=[CH:10][CH:9]=1.[C:18]1(=[O:28])[C:26]2[C:21](=[CH:22][CH:23]=[CH:24][CH:25]=2)[C:20](=[O:27])[NH:19]1.C1(P(C2C=CC=CC=2)C2C=CC=CC=2)C=CC=CC=1.N(C(OC(C)C)=O)=NC(OC(C)C)=O. Product: [CH2:7]([O:6][C:5](=[O:14])[NH:4][CH2:3][CH:2]([N:19]1[C:20](=[O:27])[C:21]2[C:26](=[CH:25][CH:24]=[CH:23][CH:22]=2)[C:18]1=[O:28])[CH2:15][O:16][CH3:17])[C:8]1[CH:13]=[CH:12][CH:11]=[CH:10][CH:9]=1. The catalyst class is: 1. (2) Reactant: C(O[CH:4]=[C:5]([C:11]([O:13]CC)=O)[C:6]([O:8][CH2:9][CH3:10])=[O:7])C.[NH:16]([C:18]1[CH:27]=[CH:26][C:25]2[C:20](=[CH:21][CH:22]=[CH:23][CH:24]=2)[N:19]=1)[NH2:17].C(=O)([O-])[O-].[K+].[K+]. Product: [OH:13][C:11]1[N:16]([C:18]2[CH:27]=[CH:26][C:25]3[C:20](=[CH:21][CH:22]=[CH:23][CH:24]=3)[N:19]=2)[N:17]=[CH:4][C:5]=1[C:6]([O:8][CH2:9][CH3:10])=[O:7]. The catalyst class is: 6. (3) Reactant: [Na].Cl.[C:3]1([CH2:9][C:10](=[NH:12])[NH2:11])[CH:8]=[CH:7][CH:6]=[CH:5][CH:4]=1.[C:13](OCC)(=[O:20])[CH2:14][C:15](OCC)=[O:16]. Product: [CH2:9]([C:10]1[N:11]=[C:15]([OH:16])[CH:14]=[C:13]([OH:20])[N:12]=1)[C:3]1[CH:8]=[CH:7][CH:6]=[CH:5][CH:4]=1. The catalyst class is: 8. (4) Reactant: [NH:1]1[CH2:6][CH2:5][CH:4]([OH:7])[CH2:3][CH2:2]1.CCN(C(C)C)C(C)C.[Br:17][C:18]1[CH:23]=[CH:22][C:21]([S:24](Cl)(=[O:26])=[O:25])=[CH:20][CH:19]=1. Product: [Br:17][C:18]1[CH:23]=[CH:22][C:21]([S:24]([N:1]2[CH2:6][CH2:5][CH:4]([OH:7])[CH2:3][CH2:2]2)(=[O:26])=[O:25])=[CH:20][CH:19]=1. The catalyst class is: 2. (5) Reactant: C[N:2](C)[CH:3]=[CH:4][C:5]([C:7]1[S:8][CH:9]=[C:10]([CH3:12])[CH:11]=1)=O.O.[NH2:15]N. Product: [CH3:12][C:10]1[CH:11]=[C:7]([C:5]2[CH:4]=[CH:3][NH:2][N:15]=2)[S:8][CH:9]=1. The catalyst class is: 8. (6) Reactant: Cl[C:2]1[N:13]=[CH:12][CH:11]=[CH:10][C:3]=1[C:4]([O:6][CH:7]([CH3:9])[CH3:8])=[O:5].[NH:14]1[CH2:18][CH2:17][C@@H:16]([NH:19][C:20](=[O:26])[O:21][C:22]([CH3:25])([CH3:24])[CH3:23])[CH2:15]1.CCN(CC)CC. Product: [CH3:25][C:22]([O:21][C:20]([NH:19][C@@H:16]1[CH2:17][CH2:18][N:14]([C:2]2[C:3]([C:4]([O:6][CH:7]([CH3:9])[CH3:8])=[O:5])=[CH:10][CH:11]=[CH:12][N:13]=2)[CH2:15]1)=[O:26])([CH3:23])[CH3:24]. The catalyst class is: 1. (7) Reactant: [CH2:1]([O:8][C:9]([N:11]1[CH2:15][C@H:14]([CH2:16]OS(C)(=O)=O)[C@@H:13]([OH:22])[CH2:12]1)=[O:10])[C:2]1[CH:7]=[CH:6][CH:5]=[CH:4][CH:3]=1.[N-:23]=[N+:24]=[N-:25].[Na+]. Product: [N:23]([CH2:16][C@@H:14]1[C@@H:13]([OH:22])[CH2:12][N:11]([C:9]([O:8][CH2:1][C:2]2[CH:7]=[CH:6][CH:5]=[CH:4][CH:3]=2)=[O:10])[CH2:15]1)=[N+:24]=[N-:25]. The catalyst class is: 9.